From a dataset of Forward reaction prediction with 1.9M reactions from USPTO patents (1976-2016). Predict the product of the given reaction. (1) The product is: [Cl:13][C:14]1[N:15]=[C:16]([NH:21][C:22]2[N:23]=[CH:24][N:25]([CH3:27])[CH:26]=2)[N:17]=[C:18]([NH:2][C@H:3]([C:5]2[CH:12]=[CH:11][C:8]([C:9]#[N:10])=[CH:7][CH:6]=2)[CH3:4])[N:19]=1. Given the reactants Cl.[NH2:2][C@H:3]([C:5]1[CH:12]=[CH:11][C:8]([C:9]#[N:10])=[CH:7][CH:6]=1)[CH3:4].[Cl:13][C:14]1[N:19]=[C:18](Cl)[N:17]=[C:16]([NH:21][C:22]2[N:23]=[CH:24][N:25]([CH3:27])[CH:26]=2)[N:15]=1, predict the reaction product. (2) Given the reactants [F:1][C:2]([F:15])([S:11]([O-:14])(=[O:13])=[O:12])[C:3]([F:10])([F:9])[CH2:4][CH2:5][CH2:6][CH2:7][OH:8].[Na+:16].C(#N)C.[C:20](O[C:20](=[O:24])[C:21]([CH3:23])=[CH2:22])(=[O:24])[C:21]([CH3:23])=[CH2:22].C(N(CC)CC)C, predict the reaction product. The product is: [F:15][C:2]([F:1])([S:11]([O-:14])(=[O:13])=[O:12])[C:3]([F:10])([F:9])[CH2:4][CH2:5][CH2:6][CH2:7][O:8][C:20](=[O:24])[C:21]([CH3:23])=[CH2:22].[Na+:16]. (3) Given the reactants Cl[C:2]1[CH:7]=[C:6]([CH2:8][CH3:9])[N:5]=[C:4]([C:10]2[CH:15]=[CH:14][CH:13]=[C:12]([Cl:16])[CH:11]=2)[N:3]=1.[N:17]1([CH2:22][C:23]2[CH:29]=[CH:28][C:26]([NH2:27])=[CH:25][CH:24]=2)[CH:21]=[CH:20][CH:19]=[N:18]1, predict the reaction product. The product is: [N:17]1([CH2:22][C:23]2[CH:29]=[CH:28][C:26]([NH:27][C:2]3[CH:7]=[C:6]([CH2:8][CH3:9])[N:5]=[C:4]([C:10]4[CH:15]=[CH:14][CH:13]=[C:12]([Cl:16])[CH:11]=4)[N:3]=3)=[CH:25][CH:24]=2)[CH:21]=[CH:20][CH:19]=[N:18]1. (4) The product is: [Cl:1][C:2]1[CH:3]=[C:4](/[CH:9]=[CH:10]/[C:11]([N:13]2[CH2:19][CH2:18][C:17](=[O:20])[N:16]([CH2:22][C:23]3([CH3:26])[CH2:25][O:24]3)[CH2:15][CH2:14]2)=[O:12])[CH:5]=[CH:6][C:7]=1[Cl:8]. Given the reactants [Cl:1][C:2]1[CH:3]=[C:4](/[CH:9]=[CH:10]/[C:11]([N:13]2[CH2:19][CH2:18][C:17](=[O:20])[NH:16][CH2:15][CH2:14]2)=[O:12])[CH:5]=[CH:6][C:7]=1[Cl:8].Cl[CH2:22][C:23]1([CH3:26])[CH2:25][O:24]1.[I-].[K+], predict the reaction product. (5) Given the reactants Br[C:2]1[CH:7]=[CH:6][C:5]([C:8]([N:10]2[CH2:15][CH2:14][N:13]([C:16]3[CH:21]=[CH:20][C:19]([CH3:22])=[CH:18][C:17]=3[CH3:23])[CH2:12][CH2:11]2)=[O:9])=[CH:4][CH:3]=1.[CH2:24]1[C:28]2([CH2:33][CH2:32][CH2:31][CH2:30][CH2:29]2)[CH2:27][C:26](=[O:34])[NH:25]1, predict the reaction product. The product is: [CH3:23][C:17]1[CH:18]=[C:19]([CH3:22])[CH:20]=[CH:21][C:16]=1[N:13]1[CH2:14][CH2:15][N:10]([C:8]([C:5]2[CH:6]=[CH:7][C:2]([N:25]3[C:26](=[O:34])[CH2:27][C:28]4([CH2:33][CH2:32][CH2:31][CH2:30][CH2:29]4)[CH2:24]3)=[CH:3][CH:4]=2)=[O:9])[CH2:11][CH2:12]1. (6) Given the reactants Br[C:2]1[CH:7]=[CH:6][C:5]([S:8]([N:11]2[CH2:27][CH2:26][C:14]3([O:19][CH2:18][C:17](=[O:20])[N:16]([CH2:21][C:22]([F:25])([F:24])[F:23])[CH2:15]3)[CH2:13][CH2:12]2)(=[O:10])=[O:9])=[CH:4][CH:3]=1.CC1(C)C(C)(C)OB([C:36]2[CH:45]=[C:44]3[C:39]([CH:40]=[CH:41][CH:42]=[N:43]3)=[CH:38][CH:37]=2)O1.C(=O)([O-])[O-].[K+].[K+], predict the reaction product. The product is: [N:43]1[C:44]2[C:39](=[CH:38][CH:37]=[C:36]([C:2]3[CH:7]=[CH:6][C:5]([S:8]([N:11]4[CH2:12][CH2:13][C:14]5([O:19][CH2:18][C:17](=[O:20])[N:16]([CH2:21][C:22]([F:24])([F:23])[F:25])[CH2:15]5)[CH2:26][CH2:27]4)(=[O:9])=[O:10])=[CH:4][CH:3]=3)[CH:45]=2)[CH:40]=[CH:41][CH:42]=1. (7) Given the reactants [N:1]1[C:10]2[C:5](=[CH:6][C:7]([CH2:11][N:12]3[C:16]4=[N:17][C:18]([C:21](=O)[CH3:22])=[CH:19][N:20]=[C:15]4[N:14]=[N:13]3)=[CH:8][CH:9]=2)[CH:4]=[CH:3][CH:2]=1.[CH3:24][O:25][C:26]1[CH:34]=[CH:33][C:29]([CH2:30][O:31][NH2:32])=[CH:28][CH:27]=1, predict the reaction product. The product is: [CH3:24][O:25][C:26]1[CH:34]=[CH:33][C:29]([CH2:30][O:31]/[N:32]=[C:21](/[C:18]2[N:17]=[C:16]3[N:12]([CH2:11][C:7]4[CH:6]=[C:5]5[C:10](=[CH:9][CH:8]=4)[N:1]=[CH:2][CH:3]=[CH:4]5)[N:13]=[N:14][C:15]3=[N:20][CH:19]=2)\[CH3:22])=[CH:28][CH:27]=1. (8) Given the reactants [OH-].[Na+].[Br:3][C:4]1[CH:12]=[CH:11][CH:10]=[C:9]2[C:5]=1[CH:6]=[CH:7][NH:8]2.Cl.Cl[CH2:15][CH2:16][NH2:17].O, predict the reaction product. The product is: [Br:3][C:4]1[CH:12]=[CH:11][CH:10]=[C:9]2[C:5]=1[CH:6]=[CH:7][N:8]2[CH2:15][CH2:16][NH2:17]. (9) Given the reactants [Br:1]Br.[NH2:3][C:4]1[N:5]=[N:6][C:7]([Cl:10])=[CH:8][CH:9]=1.C(=O)(O)[O-].[Na+], predict the reaction product. The product is: [NH2:3][C:4]1[N:5]=[N:6][C:7]([Cl:10])=[CH:8][C:9]=1[Br:1]. (10) Given the reactants [CH2:1]([NH:4][C:5]([NH:7][C:8](=[O:15])[C:9]1[CH:14]=[CH:13][CH:12]=[CH:11][CH:10]=1)=[S:6])[CH:2]=[CH2:3].Br[CH:17]([C:25]1[CH:30]=[CH:29][CH:28]=[CH:27][CH:26]=1)[CH2:18][C:19]1[CH:24]=[CH:23][CH:22]=[CH:21][CH:20]=1, predict the reaction product. The product is: [CH2:1]([N:4]1[C:17]([C:25]2[CH:30]=[CH:29][CH:28]=[CH:27][CH:26]=2)=[C:18]([C:19]2[CH:24]=[CH:23][CH:22]=[CH:21][CH:20]=2)[S:6][C:5]1=[N:7][C:8](=[O:15])[C:9]1[CH:10]=[CH:11][CH:12]=[CH:13][CH:14]=1)[CH:2]=[CH2:3].